From a dataset of Reaction yield outcomes from USPTO patents with 853,638 reactions. Predict the reaction yield, written as a fraction of the theoretical maximum amount of product (1.0 means a 100% yield; for example, 0.34 means a 34% yield). (1) The reactants are [NH:1]1[C:9]2[C:4](=[CH:5][CH:6]=[CH:7][CH:8]=2)[C:3]([CH2:10][C:11]#[N:12])=[CH:2]1.C[Si]([N-][Si](C)(C)C)(C)C.[Na+].[C:23]1([CH:29]2[CH2:31][O:30]2)[CH:28]=[CH:27][CH:26]=[CH:25][CH:24]=1.C([O-])(O)=O.[Na+]. The catalyst is CN(C=O)C. The product is [OH:30][CH:29]([C:23]1[CH:28]=[CH:27][CH:26]=[CH:25][CH:24]=1)[CH2:31][N:1]1[C:9]2[C:4](=[CH:5][CH:6]=[CH:7][CH:8]=2)[C:3]([CH2:10][C:11]#[N:12])=[CH:2]1. The yield is 0.413. (2) The reactants are [CH3:1][C:2]1([CH3:22])[N:7]2[N:8]=[CH:9][C:10]([C:11]([O:13]CC)=[O:12])=[C:6]2[NH:5][CH:4]([C:16]2[CH:21]=[CH:20][CH:19]=[CH:18][CH:17]=2)[CH2:3]1.[OH-].[K+].O.Cl. The catalyst is CCO. The product is [CH3:1][C:2]1([CH3:22])[N:7]2[N:8]=[CH:9][C:10]([C:11]([OH:13])=[O:12])=[C:6]2[NH:5][CH:4]([C:16]2[CH:21]=[CH:20][CH:19]=[CH:18][CH:17]=2)[CH2:3]1. The yield is 0.830. (3) The reactants are [C:1]([O:5][C:6](=[O:28])[CH2:7][C@@H:8]([CH2:12][CH2:13][CH2:14][C:15]1[CH:20]=[CH:19][C:18]([C:21]2[CH:26]=[CH:25][CH:24]=[CH:23][CH:22]=2)=[C:17]([CH3:27])[CH:16]=1)[C:9]([OH:11])=[O:10])([CH3:4])([CH3:3])[CH3:2].[CH3:29][C@H:30]([NH2:37])[C:31]1[CH:36]=[CH:35][CH:34]=[CH:33][CH:32]=1.C1(N)CCCCC1.C(OC(=O)C[C@@H](CCCC1C=CC(C2C=CC=CC=2)=C(C)C=1)C(O)=O)(C)(C)C.C(O)(=O)CC(CC(O)=O)(C(O)=O)O. The catalyst is C(OCC)(=O)C. The product is [CH3:29][C@H:30]([NH2:37])[C:31]1[CH:36]=[CH:35][CH:34]=[CH:33][CH:32]=1.[C:1]([O:5][C:6](=[O:28])[CH2:7][C@@H:8]([CH2:12][CH2:13][CH2:14][C:15]1[CH:20]=[CH:19][C:18]([C:21]2[CH:22]=[CH:23][CH:24]=[CH:25][CH:26]=2)=[C:17]([CH3:27])[CH:16]=1)[C:9]([OH:11])=[O:10])([CH3:3])([CH3:4])[CH3:2]. The yield is 0.910. (4) The reactants are Cl[C:2]1[N:9]=[C:8]([CH3:10])[CH:7]=[CH:6][C:3]=1[C:4]#[N:5].[Cl:11][C:12]1[CH:13]=[C:14](B(O)O)[CH:15]=[CH:16][CH:17]=1.O1CCOCC1.C([O-])([O-])=O.[Na+].[Na+]. The catalyst is C1(C)C=CC=CC=1.C1C=CC(P(C2C=CC=CC=2)C2C=CC=CC=2)=CC=1.C1C=CC(P(C2C=CC=CC=2)C2C=CC=CC=2)=CC=1.C1C=CC(P(C2C=CC=CC=2)C2C=CC=CC=2)=CC=1.C1C=CC(P(C2C=CC=CC=2)C2C=CC=CC=2)=CC=1.[Pd]. The product is [Cl:11][C:12]1[CH:17]=[C:16]([C:2]2[N:9]=[C:8]([CH3:10])[CH:7]=[CH:6][C:3]=2[C:4]#[N:5])[CH:15]=[CH:14][CH:13]=1. The yield is 1.00. (5) The product is [CH3:30][N:2]([CH3:1])[S:3]([C:6]1[CH:7]=[C:8]([C:15]([CH3:28])([CH3:29])[CH2:16][C:17]([OH:18])([CH2:21][OH:20])[C:24]([F:25])([F:27])[F:26])[C:9]2[O:13][CH2:12][CH2:11][C:10]=2[CH:14]=1)(=[O:5])=[O:4]. The reactants are [CH3:1][N:2]([CH3:30])[S:3]([C:6]1[CH:7]=[C:8]([C:15]([CH3:29])([CH3:28])[CH2:16][C:17]2([C:24]([F:27])([F:26])[F:25])[CH2:21][O:20]C(C)(C)[O:18]2)[C:9]2[O:13][CH2:12][CH2:11][C:10]=2[CH:14]=1)(=[O:5])=[O:4].O.C1(C)C=CC(S(O)(=O)=O)=CC=1. The catalyst is CO.C(=O)(O)[O-].[Na+]. The yield is 0.780.